This data is from Forward reaction prediction with 1.9M reactions from USPTO patents (1976-2016). The task is: Predict the product of the given reaction. (1) Given the reactants Cl[C:2]1[N:11]=[C:10]([NH:12][CH2:13][C:14]2[CH:19]=[CH:18][C:17]([NH:20][C:21](=[O:29])[C:22]3[CH:27]=[CH:26][C:25](F)=[CH:24][CH:23]=3)=[CH:16][CH:15]=2)[C:9]2[C:4](=[CH:5][C:6]([CH3:30])=[CH:7][CH:8]=2)[N:3]=1.[NH2:31][CH2:32][CH2:33][CH2:34][N:35]1[CH2:40][CH2:39][N:38]([CH3:41])[CH2:37][CH2:36]1, predict the reaction product. The product is: [CH3:30][C:6]1[CH:5]=[C:4]2[C:9]([C:10]([NH:12][CH2:13][C:14]3[CH:19]=[CH:18][C:17]([NH:20][C:21](=[O:29])[C:22]4[CH:23]=[CH:24][CH:25]=[CH:26][CH:27]=4)=[CH:16][CH:15]=3)=[N:11][C:2]([NH:31][CH2:32][CH2:33][CH2:34][N:35]3[CH2:36][CH2:37][N:38]([CH3:41])[CH2:39][CH2:40]3)=[N:3]2)=[CH:8][CH:7]=1. (2) Given the reactants [Cl:1][C:2]1[CH:7]=[CH:6][CH:5]=[CH:4][C:3]=1[C:8]1[C:13]([Cl:14])=[CH:12][C:11](OC)=[C:10]([C:17]([N:19]2[CH2:24][CH2:23][N:22]([C:25]([O:27]C(C)(C)C)=O)[CH2:21][CH2:20]2)=[O:18])[CH:9]=1.[CH2:32](N(CC)CC)[CH3:33].[C:39](Cl)(=O)C=C.[OH2:44], predict the reaction product. The product is: [Cl:1][C:2]1[CH:7]=[CH:6][CH:5]=[CH:4][C:3]=1[C:8]1[C:13]([Cl:14])=[CH:12][C:11]([O:44][CH3:39])=[C:10]([C:17]([N:19]2[CH2:20][CH2:21][N:22]([C:25](=[O:27])[CH:32]=[CH2:33])[CH2:23][CH2:24]2)=[O:18])[CH:9]=1. (3) Given the reactants [F:1][C:2]1[CH:33]=[CH:32][C:5]([O:6][C:7]2[CH:12]=[CH:11][C:10]([NH:13][C:14]([C@H:16]3[NH:21][CH2:20][CH2:19][N:18]([C:22]([O:24][CH2:25][C:26]4[CH:31]=[CH:30][CH:29]=[CH:28][CH:27]=4)=[O:23])[CH2:17]3)=[O:15])=[CH:9][CH:8]=2)=[CH:4][CH:3]=1.Cl.[NH:35]1[CH:39]=[C:38]([CH2:40][C:41](O)=[O:42])[N:37]=[CH:36]1.CCN(C(C)C)C(C)C.CN(C(ON1N=NC2C=CC=NC1=2)=[N+](C)C)C.F[P-](F)(F)(F)(F)F, predict the reaction product. The product is: [NH:35]1[CH:39]=[C:38]([CH2:40][C:41]([N:21]2[CH2:20][CH2:19][N:18]([C:22]([O:24][CH2:25][C:26]3[CH:27]=[CH:28][CH:29]=[CH:30][CH:31]=3)=[O:23])[CH2:17][C@H:16]2[C:14](=[O:15])[NH:13][C:10]2[CH:9]=[CH:8][C:7]([O:6][C:5]3[CH:32]=[CH:33][C:2]([F:1])=[CH:3][CH:4]=3)=[CH:12][CH:11]=2)=[O:42])[N:37]=[CH:36]1. (4) Given the reactants Br[C:2]1[CH:3]=[C:4]([O:22][CH:23]([CH2:25][CH3:26])[CH3:24])[C:5]([CH3:21])=[C:6]([CH:20]=1)[C:7]([NH:9][CH2:10][C:11]1[C:12](=[O:19])[NH:13][C:14]([CH3:18])=[CH:15][C:16]=1[CH3:17])=[O:8].CN1CCC[C:29]1=[O:33].C[O-].[Na+].CO, predict the reaction product. The product is: [CH:23]([O:22][C:4]1[C:5]([CH3:21])=[C:6]([CH:20]=[C:2]([O:33][CH3:29])[CH:3]=1)[C:7]([NH:9][CH2:10][C:11]1[C:12](=[O:19])[NH:13][C:14]([CH3:18])=[CH:15][C:16]=1[CH3:17])=[O:8])([CH2:25][CH3:26])[CH3:24].